This data is from Forward reaction prediction with 1.9M reactions from USPTO patents (1976-2016). The task is: Predict the product of the given reaction. (1) Given the reactants [NH2:1][C:2]1[NH:3][C:4](=[O:12])[C:5]2[S:10][C:9](=[O:11])[NH:8][C:6]=2[N:7]=1.[C:13]([O:21][CH2:22][C@@H:23]1[CH2:27][C@@H:26]([N:28]2[CH2:32][CH2:31][CH2:30][CH2:29]2)[CH:25](OC)[O:24]1)(=[O:20])[C:14]1[CH:19]=[CH:18][CH:17]=[CH:16][CH:15]=1.[Si](OS(C(F)(F)F)(=O)=O)(C)(C)C, predict the reaction product. The product is: [C:13]([O:21][CH2:22][C@@H:23]1[CH2:27][C@@H:26]([N:28]2[CH2:32][CH2:31][CH2:30][CH2:29]2)[C@H:25]([N:8]2[C:6]3[N:7]=[C:2]([NH2:1])[NH:3][C:4](=[O:12])[C:5]=3[S:10][C:9]2=[O:11])[O:24]1)(=[O:20])[C:14]1[CH:15]=[CH:16][CH:17]=[CH:18][CH:19]=1. (2) Given the reactants O.[OH-].[Li+].[CH2:4]([O:6][C:7]1[CH:30]=[CH:29][CH:28]=[CH:27][C:8]=1[O:9][C@@H:10]1[CH2:15][CH2:14][CH2:13][N:12]([C:16]2[C:25]([F:26])=[CH:24][C:19]([C:20]([O:22]C)=[O:21])=[CH:18][N:17]=2)[CH2:11]1)[CH3:5], predict the reaction product. The product is: [CH2:4]([O:6][C:7]1[CH:30]=[CH:29][CH:28]=[CH:27][C:8]=1[O:9][C@@H:10]1[CH2:15][CH2:14][CH2:13][N:12]([C:16]2[C:25]([F:26])=[CH:24][C:19]([C:20]([OH:22])=[O:21])=[CH:18][N:17]=2)[CH2:11]1)[CH3:5]. (3) Given the reactants [CH3:1][O:2][CH2:3][CH2:4][CH2:5]O.C1(P(C2C=CC=CC=2)C2C=CC=CC=2)C=CC=CC=1.N(C(OC(C)C)=O)=NC(OC(C)C)=O.[Br:40][C:41]1[CH:42]=[C:43]([N:48]2[C:52](=[O:53])[O:51][N:50]=[C:49]2[C:54]2[C:55]([NH:59]C(=O)C(F)(F)F)=[N:56][O:57][N:58]=2)[CH:44]=[CH:45][C:46]=1[F:47], predict the reaction product. The product is: [Br:40][C:41]1[CH:42]=[C:43]([N:48]2[C:52](=[O:53])[O:51][N:50]=[C:49]2[C:54]2[C:55]([NH:59][CH2:5][CH2:4][CH2:3][O:2][CH3:1])=[N:56][O:57][N:58]=2)[CH:44]=[CH:45][C:46]=1[F:47]. (4) Given the reactants [NH2:1][C:2]1[CH:3]=[C:4]2[C:8](=[CH:9][CH:10]=1)[CH2:7][CH2:6][CH2:5]2.[C:11](OC(=O)C)(=[O:13])[CH3:12], predict the reaction product. The product is: [C:11]([NH:1][C:2]1[CH:3]=[C:4]2[C:8](=[CH:9][CH:10]=1)[CH2:7][CH2:6][CH2:5]2)(=[O:13])[CH3:12]. (5) Given the reactants [F:1][C:2]1[CH:3]=[CH:4][C:5]2[N:9]=[CH:8][NH:7][C:6]=2[CH:10]=1.[OH-].[Na+].[Cl:13][CH2:14][CH2:15][CH2:16][CH2:17]Br, predict the reaction product. The product is: [Cl:13][CH2:14][CH2:15][CH2:16][CH2:17][N:7]1[C:6]2[CH:10]=[C:2]([F:1])[CH:3]=[CH:4][C:5]=2[N:9]=[CH:8]1.